From a dataset of Peptide-MHC class I binding affinity with 185,985 pairs from IEDB/IMGT. Regression. Given a peptide amino acid sequence and an MHC pseudo amino acid sequence, predict their binding affinity value. This is MHC class I binding data. (1) The peptide sequence is ALKTELEDTL. The MHC is HLA-A02:03 with pseudo-sequence HLA-A02:03. The binding affinity (normalized) is 0.439. (2) The peptide sequence is LLDAHIPQL. The MHC is HLA-A26:01 with pseudo-sequence HLA-A26:01. The binding affinity (normalized) is 0. (3) The peptide sequence is ISSGETRSF. The MHC is HLA-B39:01 with pseudo-sequence HLA-B39:01. The binding affinity (normalized) is 0.0847. (4) The peptide sequence is FAFYLCTL. The MHC is H-2-Db with pseudo-sequence H-2-Db. The binding affinity (normalized) is 0.348. (5) The peptide sequence is KRMGVQMQR. The MHC is HLA-A11:01 with pseudo-sequence HLA-A11:01. The binding affinity (normalized) is 0.0847. (6) The peptide sequence is FSFFMNENF. The MHC is HLA-B15:42 with pseudo-sequence HLA-B15:42. The binding affinity (normalized) is 0.213. (7) The peptide sequence is VSNRCPICK. The MHC is BoLA-T2a with pseudo-sequence BoLA-T2a. The binding affinity (normalized) is 0.157.